This data is from Forward reaction prediction with 1.9M reactions from USPTO patents (1976-2016). The task is: Predict the product of the given reaction. (1) Given the reactants [CH3:1][O:2][C:3]1[C:7]([N+:8]([O-])=O)=[CH:6][N:5]([CH2:11][CH:12]([OH:14])[CH3:13])[N:4]=1, predict the reaction product. The product is: [CH3:1][O:2][C:3]1[C:7]([NH2:8])=[CH:6][N:5]([CH2:11][CH:12]([OH:14])[CH3:13])[N:4]=1. (2) Given the reactants [Br:1][C:2]1[CH:3]=[C:4]([C:10]([N:12]2[CH2:17][CH2:16][O:15][C:14]3[CH:18]=[N:19][CH:20]=[CH:21][C:13]2=3)=[O:11])[CH:5]=[CH:6][C:7]=1[O:8]C.B(Br)(Br)Br, predict the reaction product. The product is: [Br:1][C:2]1[CH:3]=[C:4]([C:10]([N:12]2[CH2:17][CH2:16][O:15][C:14]3[CH:18]=[N:19][CH:20]=[CH:21][C:13]2=3)=[O:11])[CH:5]=[CH:6][C:7]=1[OH:8]. (3) The product is: [CH3:2][CH2:1][O:3][C:4]([C:6]1[N:7]([C:18]([O:20][C:21]([CH3:24])([CH3:23])[CH3:22])=[O:19])[C:8]2[C:13]([CH:14]=1)=[CH:12][C:11]([O:15][CH3:16])=[C:10]([Br:17])[CH:9]=2)=[O:5]. Given the reactants [CH2:1]([O:3][C:4]([C:6]1[NH:7][C:8]2[C:13]([CH:14]=1)=[CH:12][C:11]([O:15][CH3:16])=[C:10]([Br:17])[CH:9]=2)=[O:5])[CH3:2].[C:18](O[C:18]([O:20][C:21]([CH3:24])([CH3:23])[CH3:22])=[O:19])([O:20][C:21]([CH3:24])([CH3:23])[CH3:22])=[O:19], predict the reaction product. (4) Given the reactants [C:1]([O:5][C:6]([NH:8][CH:9]([C:11]1[C:20]([C:21]2[CH:26]=[CH:25][CH:24]=[CH:23][CH:22]=2)=[C:19]([C:27](O)=[O:28])[C:18]2[C:13](=[N:14][CH:15]=[CH:16][CH:17]=2)[N:12]=1)[CH3:10])=[O:7])([CH3:4])([CH3:3])[CH3:2].[CH3:30][N:31](C(ON1N=NC2C=CC=NC1=2)=[N+](C)C)C.F[P-](F)(F)(F)(F)F.CN.C(N(C(C)C)C(C)C)C, predict the reaction product. The product is: [CH3:30][NH:31][C:27]([C:19]1[C:18]2[C:13](=[N:14][CH:15]=[CH:16][CH:17]=2)[N:12]=[C:11]([CH:9]([NH:8][C:6](=[O:7])[O:5][C:1]([CH3:3])([CH3:4])[CH3:2])[CH3:10])[C:20]=1[C:21]1[CH:22]=[CH:23][CH:24]=[CH:25][CH:26]=1)=[O:28]. (5) Given the reactants O.[Na].[F:3][C:4]1[CH:31]=[CH:30][C:7]([CH2:8][C:9]2[NH:13][C:12](/[CH:14]=[CH:15]/[C:16]3[CH:21]=[CH:20][C:19]([N:22]4[CH:26]=[C:25]([CH3:27])[N:24]=[CH:23]4)=[C:18]([O:28][CH3:29])[CH:17]=3)=[N:11][N:10]=2)=[CH:6][CH:5]=1.IC.O.[C:35](=O)(O)[O-].[Na+], predict the reaction product. The product is: [F:3][C:4]1[CH:5]=[CH:6][C:7]([CH2:8][C:9]2[N:10]([CH3:35])[N:11]=[C:12](/[CH:14]=[CH:15]/[C:16]3[CH:21]=[CH:20][C:19]([N:22]4[CH:26]=[C:25]([CH3:27])[N:24]=[CH:23]4)=[C:18]([O:28][CH3:29])[CH:17]=3)[N:13]=2)=[CH:30][CH:31]=1.[F:3][C:4]1[CH:5]=[CH:6][C:7]([CH2:8][C:9]2[N:13]=[C:12](/[CH:14]=[CH:15]/[C:16]3[CH:21]=[CH:20][C:19]([N:22]4[CH:26]=[C:25]([CH3:27])[N:24]=[CH:23]4)=[C:18]([O:28][CH3:29])[CH:17]=3)[N:11]([CH3:35])[N:10]=2)=[CH:30][CH:31]=1. (6) Given the reactants [CH3:1][N:2]([CH2:34][C@H:35]([OH:44])[C@@H:36]([OH:43])[C@H:37]([OH:42])[C@H:38]([OH:41])[CH2:39][OH:40])[C:3]([C:5]1[N:14]2[C:8]([CH2:9][N:10]([C:19](=[O:33])[C:20]3[CH:25]=[CH:24][C:23]([C:26]4[CH2:31][CH2:30][CH2:29][CH2:28][CH:27]=4)=[C:22]([CH3:32])[CH:21]=3)[C:11]3[CH:18]=[CH:17][CH:16]=[CH:15][C:12]=3[CH2:13]2)=[CH:7][CH:6]=1)=[O:4].C(N(CC)C(C)C)(C)C.[C:54](OCC)(=[O:56])C, predict the reaction product. The product is: [C:26]1([C:23]2[CH:24]=[CH:25][C:20]([C:19]([N:10]3[C:11]4[CH:18]=[CH:17][CH:16]=[CH:15][C:12]=4[CH2:13][N:14]4[C:5]([C:3]([N:2]([CH2:34][C@@H:35]([C@@H:36]5[C@@H:37]([C@H:38]([OH:41])[CH2:39][OH:40])[O:42][C:54](=[O:56])[O:43]5)[OH:44])[CH3:1])=[O:4])=[CH:6][CH:7]=[C:8]4[CH2:9]3)=[O:33])=[CH:21][C:22]=2[CH3:32])[CH2:31][CH2:30][CH2:29][CH2:28][CH:27]=1. (7) The product is: [F:12][C:5]([F:13])([C:6]1[CH:7]=[CH:8][CH:9]=[CH:10][CH:11]=1)[CH2:4][OH:3]. Given the reactants C([O:3][C:4](=O)[C:5]([F:13])([F:12])[C:6]1[CH:11]=[CH:10][CH:9]=[CH:8][CH:7]=1)C.[BH4-].[Na+].Cl, predict the reaction product. (8) Given the reactants [O:1]1[CH2:6][CH2:5][CH:4]([CH2:7][NH:8][C:9]([C:11]2[C:16]([NH:17][C:18]([C:20]3[C:29]4[C:24](=[CH:25][CH:26]=[CH:27][CH:28]=4)[C:23]([CH3:30])=[CH:22][CH:21]=3)=[O:19])=[CH:15][CH:14]=[C:13]([O:31][CH2:32][CH2:33][OH:34])[N:12]=2)=[O:10])[CH2:3][CH2:2]1.BrN1[C:40](=[O:41])CCC1=O.C(OOC(=O)C1C=CC=CC=1)(=O)C1C=CC=CC=1, predict the reaction product. The product is: [O:1]1[CH2:2][CH2:3][CH:4]([CH2:7][NH:8][C:9]([C:11]2[C:16]([NH:17][C:18]([C:20]3[C:29]4[C:24](=[CH:25][CH:26]=[CH:27][CH:28]=4)[C:23]([CH2:30][O:41][CH3:40])=[CH:22][CH:21]=3)=[O:19])=[CH:15][CH:14]=[C:13]([O:31][CH2:32][CH2:33][OH:34])[N:12]=2)=[O:10])[CH2:5][CH2:6]1.